This data is from Reaction yield outcomes from USPTO patents with 853,638 reactions. The task is: Predict the reaction yield, written as a fraction of the theoretical maximum amount of product (1.0 means a 100% yield; for example, 0.34 means a 34% yield). (1) The reactants are [C:1]([O:4][CH2:5][CH2:6][C:7]1[CH:12]=[CH:11][C:10]([N:13]2[C:17]3[CH:18]=[C:19]([Cl:26])[C:20]([C:22]([F:25])([F:24])[F:23])=[CH:21][C:16]=3[N:15]=[C:14]2[C:27](O)([CH3:29])[CH3:28])=[CH:9][CH:8]=1)(=[O:3])[CH3:2].S(Cl)([Cl:33])=O.O. The catalyst is ClCCl. The product is [C:1]([O:4][CH2:5][CH2:6][C:7]1[CH:12]=[CH:11][C:10]([N:13]2[C:17]3[CH:18]=[C:19]([Cl:26])[C:20]([C:22]([F:24])([F:23])[F:25])=[CH:21][C:16]=3[N:15]=[C:14]2[C:27]([Cl:33])([CH3:29])[CH3:28])=[CH:9][CH:8]=1)(=[O:3])[CH3:2]. The yield is 0.870. (2) The reactants are C[O:2][C:3](=[O:34])[CH2:4][C:5]1[CH:10]=[CH:9][C:8]([C:11]#[C:12][C:13]2[CH:14]=[C:15]3[C:20](=[C:21]([CH2:23][N:24]([CH:26]4[CH2:28][CH2:27]4)[CH3:25])[CH:22]=2)[O:19][C:18]([CH3:30])([CH3:29])[CH2:17][C:16]3([CH3:32])[CH3:31])=[CH:7][C:6]=1[F:33].[OH-].[Na+]. The catalyst is CO.O1CCCC1. The product is [CH:26]1([N:24]([CH2:23][C:21]2[CH:22]=[C:13]([C:12]#[C:11][C:8]3[CH:9]=[CH:10][C:5]([CH2:4][C:3]([OH:34])=[O:2])=[C:6]([F:33])[CH:7]=3)[CH:14]=[C:15]3[C:20]=2[O:19][C:18]([CH3:29])([CH3:30])[CH2:17][C:16]3([CH3:32])[CH3:31])[CH3:25])[CH2:28][CH2:27]1. The yield is 0.950. (3) The reactants are FC(F)(F)S(O[C:7]1[CH:8]=[CH:9][C:10]2[O:14][C:13]([C:15]3[CH:20]=[CH:19][C:18]([F:21])=[CH:17][CH:16]=3)=[C:12]([C:22](=[O:25])[NH:23][CH3:24])[C:11]=2[CH:26]=1)(=O)=O.O1CCOCC1.B([C:38]1[CH:39]=[C:40]([CH:44]=[CH:45][C:46]=1[Cl:47])[C:41]([OH:43])=[O:42])(O)O.C(=O)([O-])[O-].[Cs+].[Cs+]. The catalyst is Cl.C1C=CC([P]([Pd]([P](C2C=CC=CC=2)(C2C=CC=CC=2)C2C=CC=CC=2)([P](C2C=CC=CC=2)(C2C=CC=CC=2)C2C=CC=CC=2)[P](C2C=CC=CC=2)(C2C=CC=CC=2)C2C=CC=CC=2)(C2C=CC=CC=2)C2C=CC=CC=2)=CC=1.O. The product is [Cl:47][C:46]1[C:45]([C:7]2[CH:8]=[CH:9][C:10]3[O:14][C:13]([C:15]4[CH:20]=[CH:19][C:18]([F:21])=[CH:17][CH:16]=4)=[C:12]([C:22](=[O:25])[NH:23][CH3:24])[C:11]=3[CH:26]=2)=[CH:44][C:40]([C:41]([OH:43])=[O:42])=[CH:39][CH:38]=1. The yield is 1.00. (4) The reactants are [Br:1][C:2]1[CH:7]=[C:6]([O:8][CH3:9])[CH:5]=[C:4]([O:10]C)[CH:3]=1.C[S-].[Na+].Cl. The catalyst is CN1CCCC1=O. The product is [Br:1][C:2]1[CH:3]=[C:4]([OH:10])[CH:5]=[C:6]([O:8][CH3:9])[CH:7]=1. The yield is 0.860. (5) No catalyst specified. The product is [N:25]1[N:26]=[CH:27][N:28]2[CH2:33][CH2:32][N:31]([C:19]([C:18]3[CH:17]=[N:16][C:15]([O:14][CH2:13][C:3]4[C:4]([C:7]5[CH:8]=[CH:9][CH:10]=[CH:11][CH:12]=5)=[N:5][O:6][C:2]=4[CH3:1])=[CH:23][CH:22]=3)=[O:21])[CH2:30][C:29]=12. The yield is 0.860. The reactants are [CH3:1][C:2]1[O:6][N:5]=[C:4]([C:7]2[CH:12]=[CH:11][CH:10]=[CH:9][CH:8]=2)[C:3]=1[CH2:13][O:14][C:15]1[CH:23]=[CH:22][C:18]([C:19]([OH:21])=O)=[CH:17][N:16]=1.Cl.[N:25]1[N:26]=[CH:27][N:28]2[CH2:33][CH2:32][NH:31][CH2:30][C:29]=12. (6) The reactants are [NH2:1][C:2]1[S:3][CH:4]=[N:5][N:6]=1.[CH2:7]([C:13]1[CH:18]=[CH:17][C:16]([S:19](Cl)(=[O:21])=[O:20])=[CH:15][CH:14]=1)[CH2:8][CH2:9][CH2:10][CH2:11][CH3:12].O. The catalyst is N1C=CC=CC=1. The product is [CH2:7]([C:13]1[CH:14]=[CH:15][C:16]([S:19]([NH:1][C:2]2[S:3][CH:4]=[N:5][N:6]=2)(=[O:21])=[O:20])=[CH:17][CH:18]=1)[CH2:8][CH2:9][CH2:10][CH2:11][CH3:12]. The yield is 0.580. (7) The reactants are Br[C:2]1[CH:3]=[CH:4][C:5](Cl)=[N:6][CH:7]=1.[F:9][C:10]([F:17])([F:16])[C:11](OCC)=[O:12].Cl.C(=O)([O-])[O-].[K+].[K+].[CH2:25]([N:27](CC)CC)C. The catalyst is O1CCCC1.[N+](C)([O-])=O.[C].[Pd]. The product is [NH2:27][CH2:25][C:11]([C:2]1[CH:7]=[N:6][CH:5]=[CH:4][CH:3]=1)([OH:12])[C:10]([F:17])([F:16])[F:9]. The yield is 0.310. (8) The reactants are CS(O[CH2:6][CH2:7][N:8]1[CH:12]=[C:11]([C:13]2[CH:18]=[C:17]([C:19]([O:21]C)=[O:20])[CH:16]=[CH:15][N:14]=2)[N:10]=[CH:9]1)(=O)=O.[F:23][C:24]1[CH:29]=[CH:28][C:27]([CH2:30][NH:31][CH:32]2[CH2:34][CH2:33]2)=[CH:26][CH:25]=1. No catalyst specified. The product is [CH:32]1([N:31]([CH2:30][C:27]2[CH:28]=[CH:29][C:24]([F:23])=[CH:25][CH:26]=2)[CH2:6][CH2:7][N:8]2[CH:12]=[C:11]([C:13]3[CH:18]=[C:17]([C:19]([OH:21])=[O:20])[CH:16]=[CH:15][N:14]=3)[N:10]=[CH:9]2)[CH2:34][CH2:33]1. The yield is 0.0900.